Dataset: Catalyst prediction with 721,799 reactions and 888 catalyst types from USPTO. Task: Predict which catalyst facilitates the given reaction. (1) Reactant: [NH2:1][C:2]1[N:6]([C:7]2[CH:16]=[CH:15][C:10]3[NH:11][C:12]([CH3:14])=[N:13][C:9]=3[CH:8]=2)[N:5]=[CH:4][C:3]=1[C:17]([C:19]1[N:20]([S:29]([C:32]2[CH:37]=[CH:36][CH:35]=[CH:34][CH:33]=2)(=[O:31])=[O:30])[C:21]2[C:26]([CH:27]=1)=[CH:25][C:24](I)=[CH:23][CH:22]=2)=[O:18].[Cu][C:39]#[N:40].CN1CCCC1=O.O.N. Product: [NH2:1][C:2]1[N:6]([C:7]2[CH:16]=[CH:15][C:10]3[NH:11][C:12]([CH3:14])=[N:13][C:9]=3[CH:8]=2)[N:5]=[CH:4][C:3]=1[C:17]([C:19]1[N:20]([S:29]([C:32]2[CH:37]=[CH:36][CH:35]=[CH:34][CH:33]=2)(=[O:31])=[O:30])[C:21]2[C:26]([CH:27]=1)=[CH:25][C:24]([C:39]#[N:40])=[CH:23][CH:22]=2)=[O:18]. The catalyst class is: 125. (2) Reactant: Br[CH2:2][C:3]([C:5]1[CH:10]=[CH:9][CH:8]=[CH:7][C:6]=1[OH:11])=O.[F:12][C:13]1[CH:33]=[CH:32][C:16]([CH2:17][O:18][CH2:19][C:20]([NH:22][CH2:23][CH2:24][CH2:25][CH2:26][CH2:27][NH:28][C:29]([NH2:31])=[S:30])=[O:21])=[CH:15][CH:14]=1. Product: [F:12][C:13]1[CH:33]=[CH:32][C:16]([CH2:17][O:18][CH2:19][C:20]([NH:22][CH2:23][CH2:24][CH2:25][CH2:26][CH2:27][NH:28][C:29]2[S:30][C:3]([C:5]3[CH:10]=[CH:9][CH:8]=[CH:7][C:6]=3[OH:11])=[CH:2][N:31]=2)=[O:21])=[CH:15][CH:14]=1. The catalyst class is: 5. (3) Reactant: [N:1]1([CH2:6][CH2:7][CH2:8][O:9][C:10]2[CH:15]=[CH:14][C:13]([C:16]3([CH2:22][NH2:23])[CH2:21][CH2:20][O:19][CH2:18][CH2:17]3)=[CH:12][CH:11]=2)[CH2:5][CH2:4][CH2:3][CH2:2]1.C(N(CC)CC)C.[C:31]([C:33]1[CH:34]=[C:35]([S:39](Cl)(=[O:41])=[O:40])[CH:36]=[CH:37][CH:38]=1)#[N:32]. Product: [C:31]([C:33]1[CH:34]=[C:35]([S:39]([NH:23][CH2:22][C:16]2([C:13]3[CH:14]=[CH:15][C:10]([O:9][CH2:8][CH2:7][CH2:6][N:1]4[CH2:5][CH2:4][CH2:3][CH2:2]4)=[CH:11][CH:12]=3)[CH2:17][CH2:18][O:19][CH2:20][CH2:21]2)(=[O:41])=[O:40])[CH:36]=[CH:37][CH:38]=1)#[N:32]. The catalyst class is: 4. (4) Reactant: [N:1]([CH2:4][CH:5]1[CH2:10][CH2:9][CH2:8][N:7]([C:11]([O:13][C:14]([CH3:17])([CH3:16])[CH3:15])=[O:12])[CH2:6]1)=[N+]=[N-]. Product: [NH2:1][CH2:4][CH:5]1[CH2:10][CH2:9][CH2:8][N:7]([C:11]([O:13][C:14]([CH3:17])([CH3:16])[CH3:15])=[O:12])[CH2:6]1. The catalyst class is: 19.